Dataset: Caco-2 cell permeability data measuring drug intestinal absorption for ~900 compounds. Task: Regression/Classification. Given a drug SMILES string, predict its absorption, distribution, metabolism, or excretion properties. Task type varies by dataset: regression for continuous measurements (e.g., permeability, clearance, half-life) or binary classification for categorical outcomes (e.g., BBB penetration, CYP inhibition). For this dataset (caco2_wang), we predict Y. The drug is O=c1[nH]c(=O)n([C@H]2O[C@@H](CO)[C@H](O)[C@H]2O)cc1/C=C/Br. The Y is -5.40 log Papp (cm/s).